Dataset: Full USPTO retrosynthesis dataset with 1.9M reactions from patents (1976-2016). Task: Predict the reactants needed to synthesize the given product. (1) The reactants are: C([O:4][C:5]1[CH:10]=[C:9]([C:11]#[N:12])[C:8](Br)=[C:7]([C:14]#[N:15])[C:6]=1[O:16]C(=O)C)(=O)C.[CH3:20][S:21][C:22]1[CH:27]=[CH:26][C:25](B(O)O)=[CH:24][CH:23]=1. Given the product [OH:16][C:6]1[C:5]([OH:4])=[CH:10][C:9]([C:11]#[N:12])=[C:8]([C:25]2[CH:26]=[CH:27][C:22]([S:21][CH3:20])=[CH:23][CH:24]=2)[C:7]=1[C:14]#[N:15], predict the reactants needed to synthesize it. (2) The reactants are: [CH2:1]([C:5]1[C:9]([C:10](O)=[O:11])=[C:8](/[CH:13]=[CH:14]/[C:15]2[CH:20]=[CH:19][CH:18]=[CH:17][CH:16]=2)[O:7][N:6]=1)[CH2:2][CH2:3][CH3:4].C(N(CC)CC)C.ClC(OCC)=O.[BH4-].[Na+]. Given the product [CH2:1]([C:5]1[C:9]([CH2:10][OH:11])=[C:8](/[CH:13]=[CH:14]/[C:15]2[CH:20]=[CH:19][CH:18]=[CH:17][CH:16]=2)[O:7][N:6]=1)[CH2:2][CH2:3][CH3:4], predict the reactants needed to synthesize it. (3) The reactants are: [CH2:1]([O:8][CH:9]1[CH2:13][CH2:12][CH:11]([OH:14])[CH2:10]1)[C:2]1[CH:7]=[CH:6][CH:5]=[CH:4][CH:3]=1.CC(OI1(OC(C)=O)(OC(C)=O)OC(=O)C2C=CC=CC1=2)=O. Given the product [CH2:1]([O:8][CH:9]1[CH2:13][CH2:12][C:11](=[O:14])[CH2:10]1)[C:2]1[CH:7]=[CH:6][CH:5]=[CH:4][CH:3]=1, predict the reactants needed to synthesize it. (4) Given the product [CH3:2][N:3]([CH3:33])[C:4]([C:6]1[N:27]([CH:28]2[CH2:32][CH2:31][CH2:30][CH2:29]2)[C:9]2[N:10]=[C:11]([NH:14][C:15]3[CH:20]=[CH:19][C:18]([N:21]4[CH2:22][CH2:23][N:24]([CH2:41][CH2:42][F:43])[CH2:25][CH2:26]4)=[CH:17][N:16]=3)[N:12]=[CH:13][C:8]=2[CH:7]=1)=[O:5], predict the reactants needed to synthesize it. The reactants are: Cl.[CH3:2][N:3]([CH3:33])[C:4]([C:6]1[N:27]([CH:28]2[CH2:32][CH2:31][CH2:30][CH2:29]2)[C:9]2[N:10]=[C:11]([NH:14][C:15]3[CH:20]=[CH:19][C:18]([N:21]4[CH2:26][CH2:25][NH:24][CH2:23][CH2:22]4)=[CH:17][N:16]=3)[N:12]=[CH:13][C:8]=2[CH:7]=1)=[O:5].C(=O)([O-])[O-].[K+].[K+].Br[CH2:41][CH2:42][F:43]. (5) Given the product [ClH:25].[N:1]12[CH2:8][CH2:7][CH:4]([CH2:5][CH2:6]1)[C@H:3]([NH:9][C:10]([C:12]1[CH:13]=[CH:14][CH:15]=[C:16]3[O:20][C:19]([CH2:21][CH:22]4[CH2:24][CH2:23]4)=[N:18][C:17]=13)=[O:11])[CH2:2]2, predict the reactants needed to synthesize it. The reactants are: [N:1]12[CH2:8][CH2:7][CH:4]([CH2:5][CH2:6]1)[C@H:3]([NH:9][C:10]([C:12]1[CH:13]=[CH:14][CH:15]=[C:16]3[O:20][C:19]([CH2:21][CH:22]4[CH2:24][CH2:23]4)=[N:18][C:17]=13)=[O:11])[CH2:2]2.[ClH:25]. (6) Given the product [Cl:1][C:2]1[CH:3]=[C:4]2[C:8](=[CH:9][CH:10]=1)[N:7]([C:11]1[N:15]([CH3:16])[N:14]=[C:13]([CH3:17])[C:12]=1[C@@H:18]1[CH2:20][C@H:19]1[C:21]([OH:23])=[O:22])[CH:6]=[CH:5]2, predict the reactants needed to synthesize it. The reactants are: [Cl:1][C:2]1[CH:3]=[C:4]2[C:8](=[CH:9][CH:10]=1)[N:7]([C:11]1[N:15]([CH3:16])[N:14]=[C:13]([CH3:17])[C:12]=1[C@@H:18]1[CH2:20][C@H:19]1[C:21]([O:23]C(C)(C)C)=[O:22])[CH:6]=[CH:5]2. (7) Given the product [I:1][C:2]1[CH:3]=[C:4]2[C:8](=[CH:9][CH:10]=1)[NH:7][C:6](=[O:11])[CH:5]=[C:14]2[C:15]([OH:17])=[O:16], predict the reactants needed to synthesize it. The reactants are: [I:1][C:2]1[CH:3]=[C:4]2[C:8](=[CH:9][CH:10]=1)[NH:7][C:6](=[O:11])[C:5]2=O.C(O)(=O)[CH2:14][C:15]([OH:17])=[O:16]. (8) Given the product [Cl:9][C:4]1[S:5][C:6]([Cl:8])=[CH:7][C:3]=1[CH2:2][S:18][C:16](=[O:19])[CH3:17], predict the reactants needed to synthesize it. The reactants are: Br[CH2:2][C:3]1[CH:7]=[C:6]([Cl:8])[S:5][C:4]=1[Cl:9].C(=O)([O-])[O-].[K+].[K+].[C:16]([OH:19])(=[S:18])[CH3:17]. (9) Given the product [C:27]([O:26][C:13]1[CH:14]=[CH:15][CH:16]=[CH:17][C:18]=1[Cl:12])(=[O:40])[CH:28]=[CH2:29], predict the reactants needed to synthesize it. The reactants are: C(OC1C=CC([Cl:12])=CC=1)(=O)C=C.[C:13]([O-:26])(=O)[CH2:14][CH2:15][CH2:16][CH2:17][CH2:18]CCCCCC.[C:27]([O-:40])(=O)[CH2:28][CH2:29]CCCCCCCCC.C([Sn+2]CCCC)CCC. (10) Given the product [C:5]([NH2:23])(=[O:6])[C:4]1[CH:8]=[CH:9][CH:10]=[CH:2][CH:3]=1, predict the reactants needed to synthesize it. The reactants are: O[C:2]1[C:3](C)=[C:4]([CH:8]=[CH:9][CH:10]=1)[C:5](O)=[O:6].C(Cl)CCl.C(OCC)(=O)C.C[N:23](C)C=O.